From a dataset of Full USPTO retrosynthesis dataset with 1.9M reactions from patents (1976-2016). Predict the reactants needed to synthesize the given product. Given the product [Cl:16][CH2:12][C:8]1[CH:7]=[C:6]([N:1]2[CH:5]=[CH:4][CH:3]=[CH:2]2)[CH:11]=[CH:10][N:9]=1, predict the reactants needed to synthesize it. The reactants are: [N:1]1([C:6]2[CH:11]=[CH:10][N:9]=[C:8]([CH2:12]O)[CH:7]=2)[CH:5]=[CH:4][CH:3]=[CH:2]1.S(Cl)([Cl:16])=O.O.